Dataset: Forward reaction prediction with 1.9M reactions from USPTO patents (1976-2016). Task: Predict the product of the given reaction. (1) Given the reactants C[O:2][C:3](=[O:34])[C:4]1[CH:9]=[CH:8][C:7]([CH2:10][CH:11]2[CH2:16][CH2:15][N:14]([CH2:17][C:18]3[CH:23]=[CH:22][C:21]([C@@H:24]4[O:29][C:28]5[CH:30]=[CH:31][CH:32]=[CH:33][C:27]=5[O:26][CH2:25]4)=[CH:20][CH:19]=3)[CH2:13][CH2:12]2)=[CH:6][CH:5]=1.O[Li].O.CO.O, predict the reaction product. The product is: [O:29]1[C:28]2[CH:30]=[CH:31][CH:32]=[CH:33][C:27]=2[O:26][CH2:25][C@@H:24]1[C:21]1[CH:22]=[CH:23][C:18]([CH2:17][N:14]2[CH2:15][CH2:16][CH:11]([CH2:10][C:7]3[CH:6]=[CH:5][C:4]([C:3]([OH:34])=[O:2])=[CH:9][CH:8]=3)[CH2:12][CH2:13]2)=[CH:19][CH:20]=1. (2) Given the reactants C([O:5][C:6](=[O:21])[CH2:7][CH:8]([P:15]([O:19][CH3:20])([O:17][CH3:18])=[O:16])[P:9]([O:13][CH3:14])([O:11][CH3:12])=[O:10])(C)(C)C.FC(F)(F)C(O)=O, predict the reaction product. The product is: [CH3:18][O:17][P:15]([CH:8]([P:9]([O:11][CH3:12])([O:13][CH3:14])=[O:10])[CH2:7][C:6]([OH:21])=[O:5])([O:19][CH3:20])=[O:16]. (3) Given the reactants [F:1][C:2]1[CH:7]=[CH:6][CH:5]=[C:4]([F:8])[C:3]=1[S:9]([NH:12][C:13]1[C:14]([F:23])=[C:15]([CH:20]=[CH:21][CH:22]=1)[C:16](OC)=[O:17])(=[O:11])=[O:10].[Li+].C[Si]([N-][Si](C)(C)C)(C)C.[Cl:34][C:35]1[N:40]=[C:39]([CH3:41])[CH:38]=[CH:37][N:36]=1, predict the reaction product. The product is: [Cl:34][C:35]1[N:40]=[C:39]([CH2:41][C:16]([C:15]2[C:14]([F:23])=[C:13]([NH:12][S:9]([C:3]3[C:2]([F:1])=[CH:7][CH:6]=[CH:5][C:4]=3[F:8])(=[O:10])=[O:11])[CH:22]=[CH:21][CH:20]=2)=[O:17])[CH:38]=[CH:37][N:36]=1.